Dataset: Forward reaction prediction with 1.9M reactions from USPTO patents (1976-2016). Task: Predict the product of the given reaction. (1) Given the reactants Cl[C:2]1[C:11]2[C:6](=[CH:7][C:8]([O:14][CH3:15])=[C:9]([O:12][CH3:13])[CH:10]=2)[CH:5]=[C:4]([NH:16][C:17]2[CH:21]=[C:20]([CH3:22])[NH:19][N:18]=2)[N:3]=1.[F:23][C:24]1[CH:29]=[C:28]([F:30])[CH:27]=[CH:26][C:25]=1B(O)O, predict the reaction product. The product is: [F:23][C:24]1[CH:29]=[C:28]([F:30])[CH:27]=[CH:26][C:25]=1[C:2]1[C:11]2[C:6](=[CH:7][C:8]([O:14][CH3:15])=[C:9]([O:12][CH3:13])[CH:10]=2)[CH:5]=[C:4]([NH:16][C:17]2[CH:21]=[C:20]([CH3:22])[NH:19][N:18]=2)[N:3]=1. (2) Given the reactants Cl.[C:2]1([CH3:10])[CH:7]=CC=C[C:3]=1[NH:8][NH2:9].[CH3:11][C:12]([CH3:19])([CH3:18])[C:13](=O)[CH2:14][C:15]#[N:16].[C:20]1(C)[CH:25]=CC=C[CH:21]=1, predict the reaction product. The product is: [NH2:16][C:15]1[C:3]([N:8]2[CH:25]=[CH:20][CH:21]=[N:9]2)=[C:2]([CH3:10])[CH:7]=[C:13]([C:12]([CH3:19])([CH3:18])[CH3:11])[CH:14]=1. (3) Given the reactants CS(C)=O.FC(F)(F)C(OC(=O)C(F)(F)F)=O.[Br:18][C:19]1[C:23]2[CH:24]=[C:25]([O:28][CH3:29])[CH:26]=[CH:27][C:22]=2[O:21][C:20]=1[CH:30]([CH:32]1[CH2:37][CH2:36][CH2:35][CH2:34][CH2:33]1)[OH:31].C(N(CC)CC)C, predict the reaction product. The product is: [Br:18][C:19]1[C:23]2[CH:24]=[C:25]([O:28][CH3:29])[CH:26]=[CH:27][C:22]=2[O:21][C:20]=1[C:30]([CH:32]1[CH2:37][CH2:36][CH2:35][CH2:34][CH2:33]1)=[O:31]. (4) Given the reactants [CH2:1]([O:3][C:4]1[N:8]([C:9]2[C:17]3[O:16][CH2:15][C@@H:14]([NH:18][C:19]4[CH:31]=[CH:30][C:22]5[C@H:23]([CH2:26][C:27]([OH:29])=[O:28])[CH2:24][O:25][C:21]=5[CH:20]=4)[C:13]=3[CH:12]=[CH:11][CH:10]=2)[C:7]2[CH:32]=[C:33]([F:37])[C:34]([F:36])=[CH:35][C:6]=2[N:5]=1)[CH3:2].[OH-].[Na+:39].C(#N)C, predict the reaction product. The product is: [CH2:1]([O:3][C:4]1[N:8]([C:9]2[C:17]3[O:16][CH2:15][C@@H:14]([NH:18][C:19]4[CH:31]=[CH:30][C:22]5[C@H:23]([CH2:26][C:27]([O-:29])=[O:28])[CH2:24][O:25][C:21]=5[CH:20]=4)[C:13]=3[CH:12]=[CH:11][CH:10]=2)[C:7]2[CH:32]=[C:33]([F:37])[C:34]([F:36])=[CH:35][C:6]=2[N:5]=1)[CH3:2].[Na+:39]. (5) Given the reactants C[O:2][C:3]1[CH:8]=[CH:7][C:6]([C:9]2[CH:14]=[CH:13][CH:12]=[CH:11][N:10]=2)=[CH:5][N:4]=1.Cl, predict the reaction product. The product is: [N:10]1[CH:11]=[CH:12][CH:13]=[CH:14][C:9]=1[C:6]1[CH:7]=[CH:8][C:3](=[O:2])[NH:4][CH:5]=1. (6) Given the reactants [Cl:1][C:2]1[CH:7]=[C:6]([C:8]2[O:12][N:11]=[C:10]([C:13]3[CH:24]=[C:23]([CH3:25])[C:16]([O:17][CH2:18][CH:19]([OH:22])[CH2:20]O)=[C:15]([CH3:26])[CH:14]=3)[N:9]=2)[CH:5]=[C:4]([CH3:27])[N:3]=1.CC[N:30](C(C)C)C(C)C.CS(Cl)(=O)=O.N, predict the reaction product. The product is: [NH2:30][CH2:20][CH:19]([OH:22])[CH2:18][O:17][C:16]1[C:15]([CH3:26])=[CH:14][C:13]([C:10]2[N:9]=[C:8]([C:6]3[CH:5]=[C:4]([CH3:27])[N:3]=[C:2]([Cl:1])[CH:7]=3)[O:12][N:11]=2)=[CH:24][C:23]=1[CH3:25]. (7) Given the reactants [CH2:1]([O:3][C:4]([C:6]1[N:7]=[C:8](I)[S:9][C:10]=1[C:11]([O:13][CH2:14][CH3:15])=[O:12])=[O:5])[CH3:2].[CH2:17](O)[CH3:18], predict the reaction product. The product is: [CH2:1]([O:3][C:4]([C:6]1[N:7]=[C:8]([C:17]#[CH:18])[S:9][C:10]=1[C:11]([O:13][CH2:14][CH3:15])=[O:12])=[O:5])[CH3:2]. (8) The product is: [C:1]1([CH:7]2[CH2:11][CH2:10][N:9]([C:12]([C:14]3[CH:15]=[N:16][O:17][C:18]=3[C:19]3[CH:24]=[CH:23][C:22]([C:27]#[N:28])=[CH:21][CH:20]=3)=[O:13])[CH2:8]2)[CH:6]=[CH:5][CH:4]=[CH:3][CH:2]=1. Given the reactants [C:1]1([CH:7]2[CH2:11][CH2:10][N:9]([C:12]([C:14]3[CH:15]=[N:16][O:17][C:18]=3[C:19]3[CH:24]=[CH:23][C:22](I)=[CH:21][CH:20]=3)=[O:13])[CH2:8]2)[CH:6]=[CH:5][CH:4]=[CH:3][CH:2]=1.[Cu][C:27]#[N:28], predict the reaction product.